From a dataset of Reaction yield outcomes from USPTO patents with 853,638 reactions. Predict the reaction yield, written as a fraction of the theoretical maximum amount of product (1.0 means a 100% yield; for example, 0.34 means a 34% yield). (1) The reactants are [NH2:1][C:2]1[CH:7]=[CH:6][C:5]([C:8]2[C:12]3[C:13]([NH2:18])=[N:14][CH:15]=[C:16]([I:17])[C:11]=3[O:10][CH:9]=2)=[CH:4][C:3]=1[O:19][CH3:20].[CH3:21][N:22]1[C:26]2[CH:27]=[CH:28][CH:29]=[CH:30][C:25]=2[N:24]=[C:23]1[C:31](Cl)=[O:32]. The catalyst is N1C=CC=CC=1. The product is [NH2:18][C:13]1[C:12]2[C:8]([C:5]3[CH:6]=[CH:7][C:2]([NH:1][C:31]([C:23]4[N:22]([CH3:21])[C:26]5[CH:27]=[CH:28][CH:29]=[CH:30][C:25]=5[N:24]=4)=[O:32])=[C:3]([O:19][CH3:20])[CH:4]=3)=[CH:9][O:10][C:11]=2[C:16]([I:17])=[CH:15][N:14]=1. The yield is 0.900. (2) The yield is 0.600. The product is [F:10][C:8]([F:11])([F:9])[O:7][C:6]1[CH:1]=[CH:2][C:3]2[N:14]=[C:13]([NH:15][C:25]([C@@H:24]3[CH2:28][CH2:29][CH2:30][NH:23]3)=[O:26])[S:12][C:4]=2[CH:5]=1. The reactants are [CH:1]1[C:6]([O:7][C:8]([F:11])([F:10])[F:9])=[CH:5][C:4]2[S:12][C:13]([NH2:15])=[N:14][C:3]=2[CH:2]=1.C([N:23]1[CH2:30][CH2:29][CH2:28][C@H:24]1[C:25](O)=[O:26])(OC(C)(C)C)=O.C(N=C=NCCCN(C)C)C.C(N(C(C)C)CC)(C)C. The catalyst is CN(C)C1C=CN=CC=1.CN(C)C=O.Cl.O1CCOCC1. (3) The reactants are [F:1][C:2]1[CH:7]=[CH:6][C:5]([S:8][C:9]2[N:10]=[C:11]([NH:18][C:19]3[N:23]([CH2:24][C:25]4[CH:30]=[CH:29][C:28]([O:31][CH3:32])=[CH:27][CH:26]=4)[N:22]=[CH:21][CH:20]=3)[C:12]3[CH:17]=[CH:16][NH:15][C:13]=3[N:14]=2)=[CH:4][CH:3]=1.[C:33](O[C:33]([O:35][C:36]([CH3:39])([CH3:38])[CH3:37])=[O:34])([O:35][C:36]([CH3:39])([CH3:38])[CH3:37])=[O:34].C(=O)([O-])[O-].[K+].[K+].[OH-].[NH4+]. The catalyst is CN(C)C1C=CN=CC=1.O1CCOCC1.CO. The product is [F:1][C:2]1[CH:7]=[CH:6][C:5]([S:8][C:9]2[N:10]=[C:11]([N:18]([C:19]3[N:23]([CH2:24][C:25]4[CH:30]=[CH:29][C:28]([O:31][CH3:32])=[CH:27][CH:26]=4)[N:22]=[CH:21][CH:20]=3)[C:33](=[O:34])[O:35][C:36]([CH3:39])([CH3:38])[CH3:37])[C:12]3[CH:17]=[CH:16][NH:15][C:13]=3[N:14]=2)=[CH:4][CH:3]=1. The yield is 0.910. (4) The reactants are [C:1]([C:5]1[CH:10]=[CH:9][C:8]([C:11]2[N:15]([CH3:16])[N:14]=[C:13]([C:17](=O)[CH3:18])[C:12]=2[OH:20])=[CH:7][CH:6]=1)([CH3:4])([CH3:3])[CH3:2].[Cl:21][C:22]1[CH:31]=[C:30]([C:32]([NH:34][NH2:35])=[O:33])[CH:29]=[CH:28][C:23]=1[C:24]([O:26][CH3:27])=[O:25]. The catalyst is C(O)(C)C. The product is [C:1]([C:5]1[CH:10]=[CH:9][C:8]([C:11]2[N:15]([CH3:16])[N:14]=[C:13]([C:17](=[N:35][NH:34][C:32]([C:30]3[CH:29]=[CH:28][C:23]([C:24]([O:26][CH3:27])=[O:25])=[C:22]([Cl:21])[CH:31]=3)=[O:33])[CH3:18])[C:12]=2[OH:20])=[CH:7][CH:6]=1)([CH3:4])([CH3:3])[CH3:2]. The yield is 0.850. (5) The reactants are [N:1]([CH2:4][C:5]([O:7][CH2:8][CH3:9])=[O:6])=[N+:2]=[N-:3].[O-]CC.[Na+].[Br:14][C:15]1[CH:16]=[C:17]([CH:20]=O)[S:18][CH:19]=1.[NH4+].[Cl-]. The catalyst is CCOCC.CCO. The product is [N:1](/[C:4](=[CH:20]\[C:17]1[S:18][CH:19]=[C:15]([Br:14])[CH:16]=1)/[C:5]([O:7][CH2:8][CH3:9])=[O:6])=[N+:2]=[N-:3]. The yield is 0.380. (6) The product is [CH2:1]([N:3]([CH2:28][C:29]1[CH:30]=[CH:31][C:32]([CH2:35][N:36]([CH2:47][CH3:48])[C@@H:37]2[CH2:41][CH2:40][N:39]([C:42](=[O:46])[CH:43]([CH3:45])[CH3:44])[CH2:38]2)=[CH:33][CH:34]=1)[C@@H:4]1[CH2:8][CH2:7][N:6]([C:9]2[C:14]([C:15]([O:17][CH:18]([CH3:19])[CH3:20])=[O:16])=[CH:13][CH:12]=[CH:11][N:10]=2)[CH2:5]1)[CH3:2]. The catalyst is CC(C)=O. The yield is 0.110. The reactants are [CH2:1]([NH:3][C@@H:4]1[CH2:8][CH2:7][N:6]([C:9]2[C:14]([C:15]([O:17][CH:18]([CH3:20])[CH3:19])=[O:16])=[CH:13][CH:12]=[CH:11][N:10]=2)[CH2:5]1)[CH3:2].C(=O)([O-])[O-].[K+].[K+].Br[CH2:28][C:29]1[CH:34]=[CH:33][C:32]([CH2:35][N:36]([CH2:47][CH3:48])[C@@H:37]2[CH2:41][CH2:40][N:39]([C:42](=[O:46])[CH:43]([CH3:45])[CH3:44])[CH2:38]2)=[CH:31][CH:30]=1. (7) The reactants are C([O:3][CH:4](OCC)[CH2:5][N:6]1[CH:14]=[C:13]2[C:8]([N:9]=[C:10]([C:28]3[CH:33]=[CH:32][C:31]([F:34])=[CH:30][CH:29]=3)[C:11]([C:22]3[CH:27]=[CH:26][N:25]=[CH:24][CH:23]=3)=[C:12]2[C:15]2[CH:20]=[CH:19][C:18]([F:21])=[CH:17][CH:16]=2)=[N:7]1)C.Cl. No catalyst specified. The product is [F:21][C:18]1[CH:19]=[CH:20][C:15]([C:12]2[C:13]3[C:8](=[N:7][N:6]([CH2:5][CH:4]=[O:3])[CH:14]=3)[N:9]=[C:10]([C:28]3[CH:33]=[CH:32][C:31]([F:34])=[CH:30][CH:29]=3)[C:11]=2[C:22]2[CH:27]=[CH:26][N:25]=[CH:24][CH:23]=2)=[CH:16][CH:17]=1. The yield is 0.650.